This data is from Reaction yield outcomes from USPTO patents with 853,638 reactions. The task is: Predict the reaction yield, written as a fraction of the theoretical maximum amount of product (1.0 means a 100% yield; for example, 0.34 means a 34% yield). (1) The reactants are [NH2:1][C:2]1[CH:3]=[C:4]([CH:8]=[CH:9][C:10]=1[CH2:11][S:12][C:13]([C:26]1[CH:31]=[CH:30][CH:29]=[CH:28][CH:27]=1)([C:20]1[CH:25]=[CH:24][CH:23]=[CH:22][CH:21]=1)[C:14]1[CH:19]=[CH:18][CH:17]=[CH:16][CH:15]=1)[C:5](O)=[O:6].[C:32]([O:36][C:37](=[O:45])[NH:38][O:39][CH2:40][CH2:41][CH2:42][CH2:43][NH2:44])([CH3:35])([CH3:34])[CH3:33].CN(C(ON1N=NC2C=CC=CC1=2)=[N+](C)C)C.F[P-](F)(F)(F)(F)F.CCN(C(C)C)C(C)C. The catalyst is C(Cl)Cl.O. The product is [C:32]([O:36][C:37](=[O:45])[NH:38][O:39][CH2:40][CH2:41][CH2:42][CH2:43][NH:44][C:5](=[O:6])[C:4]1[CH:8]=[CH:9][C:10]([CH2:11][S:12][C:13]([C:14]2[CH:19]=[CH:18][CH:17]=[CH:16][CH:15]=2)([C:20]2[CH:21]=[CH:22][CH:23]=[CH:24][CH:25]=2)[C:26]2[CH:31]=[CH:30][CH:29]=[CH:28][CH:27]=2)=[C:2]([NH2:1])[CH:3]=1)([CH3:35])([CH3:33])[CH3:34]. The yield is 0.840. (2) The reactants are [I:1][C:2]1[C:6]2[N:7]=[CH:8][N:9]=[C:10]([NH2:11])[C:5]=2[NH:4][N:3]=1.F[C:13]1[CH:18]=[CH:17][C:16]([N+:19]([O-:21])=[O:20])=[C:15]([O:22][CH3:23])[CH:14]=1.[H-].[Na+]. The catalyst is CN(C)C=O. The product is [I:1][C:2]1[C:6]2[N:7]=[CH:8][N:9]=[C:10]([NH2:11])[C:5]=2[N:4]([C:13]2[CH:18]=[CH:17][C:16]([N+:19]([O-:21])=[O:20])=[C:15]([O:22][CH3:23])[CH:14]=2)[N:3]=1. The yield is 0.510. (3) The reactants are [C:1]([C:4]1[NH:5][C:6]2[C:11]([CH:12]=1)=[CH:10][CH:9]=[C:8]([C:13]([O:15]CC)=[O:14])[CH:7]=2)(=[O:3])[NH2:2].[OH-].[Na+].Cl. The catalyst is CO. The product is [C:1]([C:4]1[NH:5][C:6]2[C:11]([CH:12]=1)=[CH:10][CH:9]=[C:8]([C:13]([OH:15])=[O:14])[CH:7]=2)(=[O:3])[NH2:2]. The yield is 1.00.